From a dataset of Catalyst prediction with 721,799 reactions and 888 catalyst types from USPTO. Predict which catalyst facilitates the given reaction. Reactant: [CH3:1][C:2]1[CH:7]=[CH:6][C:5]([C:8]2[C:17]([C:18]3[CH:23]=[CH:22][C:21]([CH3:24])=[CH:20][CH:19]=3)=[N:16][C:15]3[C:10](=[CH:11][CH:12]=[CH:13][C:14]=3[NH:25]C3C=CC([N+]([O-])=O)=CC=3)[N:9]=2)=[CH:4][CH:3]=1. Product: [CH3:24][C:21]1[CH:22]=[CH:23][C:18]([C:17]2[C:8]([C:5]3[CH:4]=[CH:3][C:2]([CH3:1])=[CH:7][CH:6]=3)=[N:9][C:10]3[C:11](=[CH:12][CH:13]=[C:14]([NH2:25])[C:15]=3[C:13]3[CH:14]=[CH:15][C:10]([NH2:9])=[CH:11][CH:12]=3)[N:16]=2)=[CH:19][CH:20]=1. The catalyst class is: 7.